From a dataset of Catalyst prediction with 721,799 reactions and 888 catalyst types from USPTO. Predict which catalyst facilitates the given reaction. (1) Product: [ClH:34].[N:11]1([C:14](=[S:33])[O:15][CH2:16][C:17]2[CH:22]=[CH:21][C:20]([O:23][S:24]([C:27]3[CH:28]=[CH:29][CH:30]=[CH:31][CH:32]=3)(=[O:26])=[O:25])=[CH:19][CH:18]=2)[CH2:12][CH2:13][NH:8][CH2:9][CH2:10]1. Reactant: C(OC([N:8]1[CH2:13][CH2:12][N:11]([C:14](=[S:33])[O:15][CH2:16][C:17]2[CH:22]=[CH:21][C:20]([O:23][S:24]([C:27]3[CH:32]=[CH:31][CH:30]=[CH:29][CH:28]=3)(=[O:26])=[O:25])=[CH:19][CH:18]=2)[CH2:10][CH2:9]1)=O)(C)(C)C.[ClH:34]. The catalyst class is: 13. (2) Reactant: [CH2:1]([O:5][C:6]1[CH:11]=[C:10](/[CH:12]=[CH:13]/[C:14]([O:16][CH3:17])=[O:15])[CH:9]=[CH:8][C:7]=1[C:18]1[CH:23]=[CH:22][CH:21]=[C:20]([NH:24][CH3:25])[CH:19]=1)[CH2:2][CH2:3][CH3:4]. Product: [CH2:1]([O:5][C:6]1[CH:11]=[C:10]([CH2:12][CH2:13][C:14]([O:16][CH3:17])=[O:15])[CH:9]=[CH:8][C:7]=1[C:18]1[CH:23]=[CH:22][CH:21]=[C:20]([NH:24][CH3:25])[CH:19]=1)[CH2:2][CH2:3][CH3:4]. The catalyst class is: 19. (3) Reactant: [CH3:1][N:2]([C@H:12]([C:14]1[CH:19]=[CH:18][CH:17]=[CH:16][CH:15]=1)[CH3:13])[C@H:3]([C:5]1[CH:6]=[C:7]([OH:11])[CH:8]=[CH:9][CH:10]=1)[CH3:4].[CH3:20]N(C)C=O.[S:25]([O:30]C)([O:28][CH3:29])(=[O:27])=[O:26]. Product: [CH3:29][O:28][S:25]([O-:30])(=[O:27])=[O:26].[OH:11][C:7]1[CH:6]=[C:5]([C@@H:3]([N+:2]([CH3:20])([CH3:1])[C@H:12]([C:14]2[CH:19]=[CH:18][CH:17]=[CH:16][CH:15]=2)[CH3:13])[CH3:4])[CH:10]=[CH:9][CH:8]=1. The catalyst class is: 13. (4) Reactant: Cl.[NH:2]1[C@H:6]([C:7]([O:9][CH2:10][C:11]2[CH:16]=[CH:15][CH:14]=[CH:13][CH:12]=2)=[O:8])[CH2:5][C@@H:4]2[CH2:17][CH2:18][CH2:19][C@H:3]12.[CH3:20][O:21][C:22]([NH:24][C@@H:25]([C@@H:29]([CH3:32])[CH2:30][CH3:31])[C:26](O)=[O:27])=[O:23].CN(C(ON1N=NC2C=CC=NC1=2)=[N+](C)C)C.F[P-](F)(F)(F)(F)F.CCN(C(C)C)C(C)C. Product: [CH3:20][O:21][C:22]([NH:24][C@@H:25]([C@@H:29]([CH3:32])[CH2:30][CH3:31])[C:26]([N:2]1[C@H:6]([C:7]([O:9][CH2:10][C:11]2[CH:16]=[CH:15][CH:14]=[CH:13][CH:12]=2)=[O:8])[CH2:5][C@@H:4]2[CH2:17][CH2:18][CH2:19][C@H:3]12)=[O:27])=[O:23]. The catalyst class is: 2. (5) Reactant: [CH2:1]([O:7][C:8]1[CH:15]=[CH:14][C:11]([CH:12]=O)=[CH:10][CH:9]=1)[CH2:2][CH2:3][CH2:4][CH2:5][CH3:6].[C:16]([NH:20][OH:21])([CH3:19])([CH3:18])[CH3:17]. Product: [CH2:1]([O:7][C:8]1[CH:15]=[CH:14][C:11]([CH:12]=[N+:20]([C:16]([CH3:19])([CH3:18])[CH3:17])[O-:21])=[CH:10][CH:9]=1)[CH2:2][CH2:3][CH2:4][CH2:5][CH3:6]. The catalyst class is: 48. (6) Reactant: [CH3:1][S:2](Cl)(=[O:4])=[O:3].[OH:6][CH:7]1[CH2:13][CH:12]2[N:14]([C:15]([O:17][C:18]([CH3:21])([CH3:20])[CH3:19])=[O:16])[CH:9]([CH2:10][CH2:11]2)[CH:8]1[C:22]([O:24][CH3:25])=[O:23].C(N(C(C)C)CC)(C)C. Product: [CH3:1][S:2]([O:6][CH:7]1[CH2:13][CH:12]2[N:14]([C:15]([O:17][C:18]([CH3:19])([CH3:20])[CH3:21])=[O:16])[CH:9]([CH2:10][CH2:11]2)[CH:8]1[C:22]([O:24][CH3:25])=[O:23])(=[O:4])=[O:3]. The catalyst class is: 4.